Predict which catalyst facilitates the given reaction. From a dataset of Catalyst prediction with 721,799 reactions and 888 catalyst types from USPTO. (1) Reactant: [NH2:1][CH2:2][C:3]([NH2:6])([CH3:5])[CH3:4].C(=O)([O-])[O-].[K+].[K+].[Cl:13][C:14]1[CH:19]=[C:18](Cl)[N:17]=[CH:16][N:15]=1. Product: [NH2:6][C:3]([CH3:5])([CH3:4])[CH2:2][NH:1][C:18]1[CH:19]=[C:14]([Cl:13])[N:15]=[CH:16][N:17]=1. The catalyst class is: 1. (2) The catalyst class is: 200. Reactant: C[O:2][C:3]([C:5]1[CH:6]=[C:7]2[C:11](=[CH:12][CH:13]=1)[N:10]([CH2:14][C:15]1[CH:20]=[CH:19][CH:18]=[C:17]([F:21])[CH:16]=1)[C:9](=[O:22])[C@@:8]12[CH2:24][C@@H:23]1[C:25]1[CH:30]=[CH:29][C:28]([F:31])=[CH:27][CH:26]=1)=[O:4].[OH-].[Li+]. Product: [F:21][C:17]1[CH:16]=[C:15]([CH:20]=[CH:19][CH:18]=1)[CH2:14][N:10]1[C:11]2[C:7](=[CH:6][C:5]([C:3]([OH:4])=[O:2])=[CH:13][CH:12]=2)[C@@:8]2([CH2:24][C@@H:23]2[C:25]2[CH:30]=[CH:29][C:28]([F:31])=[CH:27][CH:26]=2)[C:9]1=[O:22]. (3) Reactant: [Cl:1][C:2]1[CH:3]=[C:4]([NH:8][C:9]2[N:14]=[C:13]([C:15]([F:18])([F:17])[F:16])[C:12]([C:19]([OH:21])=O)=[CH:11][N:10]=2)[CH:5]=[CH:6][CH:7]=1.C(N1CCOCC1)C.[CH2:30]([NH2:37])[C:31]1[CH:36]=[CH:35][CH:34]=[CH:33][CH:32]=1.O.ON1C2C=CC=CC=2N=N1.Cl.CN(C)CCCN=C=NCC. Product: [CH2:30]([NH:37][C:19]([C:12]1[C:13]([C:15]([F:17])([F:18])[F:16])=[N:14][C:9]([NH:8][C:4]2[CH:5]=[CH:6][CH:7]=[C:2]([Cl:1])[CH:3]=2)=[N:10][CH:11]=1)=[O:21])[C:31]1[CH:36]=[CH:35][CH:34]=[CH:33][CH:32]=1. The catalyst class is: 9. (4) Reactant: ClC1C=C[CH:5]=[C:4]([C:8]([O:10]O)=[O:9])[CH:3]=1.FC(F)(F)S(O)(=O)=O. Product: [CH3:5][C:4]1([CH3:3])[C:8](=[O:9])[O:10][CH2:4][C:8](=[O:9])[O:10]1. The catalyst class is: 4. (5) Reactant: C1CN([P+](Br)(N2CCCC2)N2CCCC2)CC1.F[P-](F)(F)(F)(F)F.[NH:25]1[CH2:31][CH2:30][CH2:29][CH2:28][CH:27]([CH2:32][OH:33])[CH2:26]1.[Cl:34][C:35]1[CH:40]=[CH:39][C:38]([C:41]2([C:45](O)=[O:46])[CH2:44][CH2:43][CH2:42]2)=[CH:37][CH:36]=1. Product: [Cl:34][C:35]1[CH:36]=[CH:37][C:38]([C:41]2([C:45]([N:25]3[CH2:31][CH2:30][CH2:29][CH2:28][CH:27]([CH2:32][OH:33])[CH2:26]3)=[O:46])[CH2:44][CH2:43][CH2:42]2)=[CH:39][CH:40]=1. The catalyst class is: 2.